Dataset: Peptide-MHC class II binding affinity with 134,281 pairs from IEDB. Task: Regression. Given a peptide amino acid sequence and an MHC pseudo amino acid sequence, predict their binding affinity value. This is MHC class II binding data. (1) The binding affinity (normalized) is 0.472. The MHC is DRB1_1302 with pseudo-sequence DRB1_1302. The peptide sequence is SGPLKAEIAQRLEDV. (2) The peptide sequence is AFKVAATAANAAPVN. The MHC is DRB1_1001 with pseudo-sequence DRB1_1001. The binding affinity (normalized) is 0.851. (3) The MHC is HLA-DPA10301-DPB10402 with pseudo-sequence HLA-DPA10301-DPB10402. The binding affinity (normalized) is 0.289. The peptide sequence is IPVMAYLVGLFAWVL.